This data is from hERG potassium channel inhibition data for cardiac toxicity prediction from Karim et al.. The task is: Regression/Classification. Given a drug SMILES string, predict its toxicity properties. Task type varies by dataset: regression for continuous values (e.g., LD50, hERG inhibition percentage) or binary classification for toxic/non-toxic outcomes (e.g., AMES mutagenicity, cardiotoxicity, hepatotoxicity). Dataset: herg_karim. (1) The compound is N#Cc1ccc(Cn2cncc2C[N+]C2CCN(C(=O)c3cccnc3[S-])C2=O)cc1. The result is 0 (non-blocker). (2) The result is 0 (non-blocker). The molecule is O=C(N[C@@H]1COc2cccc(-c3ccc(CO)nc3)c2C1)c1ccc(OCC(F)(F)F)nc1. (3) The drug is CC(C)(C)COc1ccc2c(c1)[C@]1(COC(N)=N1)c1cc(-c3cncnc3)ccc1O2. The result is 1 (blocker). (4) The compound is Cc1cccc(-c2nn3c(c2-c2ccnc4cc(C(N)=O)ccc24)CCC3)n1. The result is 0 (non-blocker). (5) The molecule is Cc1nc2ccccc2c(=O)n1-c1ccc(OCCCN2CCC[C@@H]2C)cc1. The result is 1 (blocker). (6) The compound is CN1CCC(S(=O)(=O)c2c(Cl)ccc(NC(=O)Nc3cccc(F)c3Cl)c2O)CC1. The result is 0 (non-blocker).